This data is from Full USPTO retrosynthesis dataset with 1.9M reactions from patents (1976-2016). The task is: Predict the reactants needed to synthesize the given product. (1) The reactants are: [CH3:1][O:2][C:3](=[O:31])[C:4]([C:16]1[CH:21]=[CH:20][C:19]([O:22][C:23]2[CH:28]=[CH:27][C:26]([CH:29]=[O:30])=[CH:25][CH:24]=2)=[CH:18][CH:17]=1)=[CH:5][C:6]1[CH:11]=[C:10]([O:12][CH3:13])[CH:9]=[C:8]([O:14][CH3:15])[CH:7]=1.[BH4-].[Na+]. Given the product [CH3:1][O:2][C:3](=[O:31])[C:4]([C:16]1[CH:21]=[CH:20][C:19]([O:22][C:23]2[CH:24]=[CH:25][C:26]([CH2:29][OH:30])=[CH:27][CH:28]=2)=[CH:18][CH:17]=1)=[CH:5][C:6]1[CH:11]=[C:10]([O:12][CH3:13])[CH:9]=[C:8]([O:14][CH3:15])[CH:7]=1, predict the reactants needed to synthesize it. (2) Given the product [CH2:1]([O:3][C:4](=[O:20])[CH:5]([CH:7]1[CH2:8][CH2:9][N:10]([C:13]([O:15][C:16]([CH3:17])([CH3:19])[CH3:18])=[O:14])[CH2:11][CH2:12]1)[CH3:6])[CH3:2], predict the reactants needed to synthesize it. The reactants are: [CH2:1]([O:3][C:4](=[O:20])[C:5](=[C:7]1[CH2:12][CH2:11][N:10]([C:13]([O:15][C:16]([CH3:19])([CH3:18])[CH3:17])=[O:14])[CH2:9][CH2:8]1)[CH3:6])[CH3:2].